Dataset: NCI-60 drug combinations with 297,098 pairs across 59 cell lines. Task: Regression. Given two drug SMILES strings and cell line genomic features, predict the synergy score measuring deviation from expected non-interaction effect. (1) Drug 1: C1=NC2=C(N=C(N=C2N1C3C(C(C(O3)CO)O)F)Cl)N. Drug 2: C1C(C(OC1N2C=NC(=NC2=O)N)CO)O. Cell line: SF-268. Synergy scores: CSS=0.335, Synergy_ZIP=0.421, Synergy_Bliss=3.63, Synergy_Loewe=-1.95, Synergy_HSA=1.22. (2) Drug 1: C1=C(C(=O)NC(=O)N1)F. Drug 2: CC1=C(C(=CC=C1)Cl)NC(=O)C2=CN=C(S2)NC3=CC(=NC(=N3)C)N4CCN(CC4)CCO. Cell line: MOLT-4. Synergy scores: CSS=36.1, Synergy_ZIP=1.94, Synergy_Bliss=5.71, Synergy_Loewe=4.54, Synergy_HSA=4.94. (3) Drug 1: CC1=CC2C(CCC3(C2CCC3(C(=O)C)OC(=O)C)C)C4(C1=CC(=O)CC4)C. Drug 2: C1C(C(OC1N2C=NC3=C2NC=NCC3O)CO)O. Cell line: NCI/ADR-RES. Synergy scores: CSS=0.216, Synergy_ZIP=-0.703, Synergy_Bliss=-3.16, Synergy_Loewe=-3.48, Synergy_HSA=-3.13. (4) Synergy scores: CSS=16.4, Synergy_ZIP=3.59, Synergy_Bliss=4.73, Synergy_Loewe=-4.39, Synergy_HSA=4.42. Drug 1: COC1=C(C=C2C(=C1)N=CN=C2NC3=CC(=C(C=C3)F)Cl)OCCCN4CCOCC4. Cell line: RPMI-8226. Drug 2: C1=NC2=C(N=C(N=C2N1C3C(C(C(O3)CO)O)O)F)N. (5) Drug 1: CC12CCC3C(C1CCC2O)C(CC4=C3C=CC(=C4)O)CCCCCCCCCS(=O)CCCC(C(F)(F)F)(F)F. Drug 2: C1CN(CCN1C(=O)CCBr)C(=O)CCBr. Cell line: A549. Synergy scores: CSS=20.5, Synergy_ZIP=2.28, Synergy_Bliss=6.18, Synergy_Loewe=-0.667, Synergy_HSA=5.82. (6) Drug 1: COC1=C(C=C2C(=C1)N=CN=C2NC3=CC(=C(C=C3)F)Cl)OCCCN4CCOCC4. Drug 2: CC12CCC3C(C1CCC2O)C(CC4=C3C=CC(=C4)O)CCCCCCCCCS(=O)CCCC(C(F)(F)F)(F)F. Cell line: NCI-H522. Synergy scores: CSS=35.9, Synergy_ZIP=0.313, Synergy_Bliss=0.0123, Synergy_Loewe=0.657, Synergy_HSA=2.23. (7) Drug 1: C1=C(C(=O)NC(=O)N1)F. Drug 2: CCC1(CC2CC(C3=C(CCN(C2)C1)C4=CC=CC=C4N3)(C5=C(C=C6C(=C5)C78CCN9C7C(C=CC9)(C(C(C8N6C=O)(C(=O)OC)O)OC(=O)C)CC)OC)C(=O)OC)O.OS(=O)(=O)O. Cell line: SNB-75. Synergy scores: CSS=14.5, Synergy_ZIP=-5.23, Synergy_Bliss=0.0998, Synergy_Loewe=-0.331, Synergy_HSA=1.12. (8) Drug 1: COC1=NC(=NC2=C1N=CN2C3C(C(C(O3)CO)O)O)N. Drug 2: CS(=O)(=O)CCNCC1=CC=C(O1)C2=CC3=C(C=C2)N=CN=C3NC4=CC(=C(C=C4)OCC5=CC(=CC=C5)F)Cl. Cell line: OVCAR-8. Synergy scores: CSS=0.838, Synergy_ZIP=-0.788, Synergy_Bliss=2.16, Synergy_Loewe=-5.74, Synergy_HSA=-3.03. (9) Drug 1: C1CC(=O)NC(=O)C1N2CC3=C(C2=O)C=CC=C3N. Drug 2: C1C(C(OC1N2C=C(C(=O)NC2=O)F)CO)O. Cell line: RXF 393. Synergy scores: CSS=31.6, Synergy_ZIP=-3.76, Synergy_Bliss=7.13, Synergy_Loewe=-6.26, Synergy_HSA=8.74. (10) Cell line: K-562. Drug 1: C1=NC2=C(N=C(N=C2N1C3C(C(C(O3)CO)O)O)F)N. Drug 2: C1=NNC2=C1C(=O)NC=N2. Synergy scores: CSS=-2.50, Synergy_ZIP=-4.18, Synergy_Bliss=-8.47, Synergy_Loewe=-11.7, Synergy_HSA=-8.52.